This data is from Catalyst prediction with 721,799 reactions and 888 catalyst types from USPTO. The task is: Predict which catalyst facilitates the given reaction. (1) Reactant: [Cl:1][C:2]1[N:7]=[N:6][C:5]([CH2:8]Cl)=[C:4]([O:10][CH3:11])[CH:3]=1.[Cl:12][C:13]1[C:14]([F:25])=[C:15]([C:20]2[NH:21][CH:22]=[CH:23][N:24]=2)[C:16]([F:19])=[CH:17][CH:18]=1.[H-].[Na+]. Product: [Cl:1][C:2]1[N:7]=[N:6][C:5]([CH2:8][N:21]2[CH:22]=[CH:23][N:24]=[C:20]2[C:15]2[C:16]([F:19])=[CH:17][CH:18]=[C:13]([Cl:12])[C:14]=2[F:25])=[C:4]([O:10][CH3:11])[CH:3]=1. The catalyst class is: 3. (2) Reactant: [F:1][C:2]1[CH:7]=[CH:6][C:5](/[C:8](/[C:12]2[CH:17]=[CH:16][CH:15]=[C:14]([S:18]([CH3:21])(=[O:20])=[O:19])[CH:13]=2)=[CH:9]\[C:10]#[N:11])=[CH:4][CH:3]=1. Product: [F:1][C:2]1[CH:3]=[CH:4][C:5]([CH:8]([C:12]2[CH:17]=[CH:16][CH:15]=[C:14]([S:18]([CH3:21])(=[O:20])=[O:19])[CH:13]=2)[CH2:9][CH2:10][NH2:11])=[CH:6][CH:7]=1. The catalyst class is: 15. (3) Reactant: [O:1]([C:8]1[N:13]=[CH:12][C:11]([C:14]([O:16]CC)=[O:15])=[CH:10][N:9]=1)[C:2]1[CH:7]=[CH:6][CH:5]=[CH:4][CH:3]=1.O.[OH-].[Li+]. Product: [O:1]([C:8]1[N:9]=[CH:10][C:11]([C:14]([OH:16])=[O:15])=[CH:12][N:13]=1)[C:2]1[CH:3]=[CH:4][CH:5]=[CH:6][CH:7]=1. The catalyst class is: 193. (4) Reactant: [CH:1]1([C:4]#[C:5][C:6]2[C:7]([C:14]([O:16]C)=[O:15])=[N:8][C:9]([S:12][CH3:13])=[N:10][CH:11]=2)[CH2:3][CH2:2]1.[OH-].[Na+].Cl. Product: [CH:1]1([C:4]#[C:5][C:6]2[C:7]([C:14]([OH:16])=[O:15])=[N:8][C:9]([S:12][CH3:13])=[N:10][CH:11]=2)[CH2:3][CH2:2]1. The catalyst class is: 5. (5) Reactant: [CH3:1][O:2][C:3]1[CH:22]=[CH:21][C:6]([CH2:7][N:8]2[C:12]3[N:13]=[CH:14][C:15]4[CH2:16][NH:17][CH2:18][CH2:19][C:20]=4[C:11]=3[CH:10]=[N:9]2)=[CH:5][CH:4]=1.[CH2:23]([O:25][C:26](=[O:36])[C:27]1[CH:32]=[CH:31][CH:30]=[C:29]([N:33]=[C:34]=[O:35])[CH:28]=1)[CH3:24].O. Product: [CH3:1][O:2][C:3]1[CH:4]=[CH:5][C:6]([CH2:7][N:8]2[C:12]3[N:13]=[CH:14][C:15]4[CH2:16][N:17]([C:34]([NH:33][C:29]5[CH:28]=[C:27]([CH:32]=[CH:31][CH:30]=5)[C:26]([O:25][CH2:23][CH3:24])=[O:36])=[O:35])[CH2:18][CH2:19][C:20]=4[C:11]=3[CH:10]=[N:9]2)=[CH:21][CH:22]=1. The catalyst class is: 4. (6) Reactant: [C:1]([O:5][C:6](=[O:15])[C:7]1[CH:12]=[CH:11][C:10]([NH2:13])=[CH:9][C:8]=1[F:14])([CH3:4])([CH3:3])[CH3:2].[Cl:16]N1C(=O)CCC1=O.O. Product: [C:6]([O:5][CH2:1][CH3:2])(=[O:15])[CH3:7].[CH3:10][CH2:9][CH2:8][CH:7]([CH3:12])[CH3:6].[C:1]([O:5][C:6](=[O:15])[C:7]1[CH:12]=[C:11]([Cl:16])[C:10]([NH2:13])=[CH:9][C:8]=1[F:14])([CH3:4])([CH3:2])[CH3:3]. The catalyst class is: 3. (7) Reactant: Br[C:2]1[N:7]=[C:6]([C:8]([N:10]([CH3:12])[CH3:11])=[O:9])[C:5](=[O:13])[N:4]([C:14]2[CH:19]=[CH:18][CH:17]=[C:16]([C:20]([F:23])([F:22])[F:21])[CH:15]=2)[C:3]=1[CH3:24].[CH2:25]([O:27][CH:28]([O:31][CH2:32][CH3:33])[C:29]#[CH:30])[CH3:26].CCN(CC)CC. Product: [CH2:25]([O:27][CH:28]([O:31][CH2:32][CH3:33])[C:29]#[C:30][C:2]1[N:7]=[C:6]([C:8]([N:10]([CH3:12])[CH3:11])=[O:9])[C:5](=[O:13])[N:4]([C:14]2[CH:19]=[CH:18][CH:17]=[C:16]([C:20]([F:23])([F:22])[F:21])[CH:15]=2)[C:3]=1[CH3:24])[CH3:26]. The catalyst class is: 356.